This data is from CYP3A4 inhibition data for predicting drug metabolism from PubChem BioAssay. The task is: Regression/Classification. Given a drug SMILES string, predict its absorption, distribution, metabolism, or excretion properties. Task type varies by dataset: regression for continuous measurements (e.g., permeability, clearance, half-life) or binary classification for categorical outcomes (e.g., BBB penetration, CYP inhibition). Dataset: cyp3a4_veith. (1) The result is 1 (inhibitor). The molecule is Cc1cc(C(=O)NNC(=S)NC(C)c2ccccc2)c2ccccc2n1. (2) The compound is Nc1cccnc1Sc1ccc(Cl)cc1. The result is 1 (inhibitor). (3) The compound is Oc1c(CN2CCOCC2)ccc(CN2CCOCC2)c1O. The result is 0 (non-inhibitor). (4) The drug is Cc1ccc(C(=O)NN2CCOCC2)cc1. The result is 0 (non-inhibitor). (5) The compound is COc1ccc(-c2nc3cnc(N4CCOCC4)nc3n(Cc3cccc(OC)c3)c2=O)cc1. The result is 0 (non-inhibitor).